Dataset: Reaction yield outcomes from USPTO patents with 853,638 reactions. Task: Predict the reaction yield, written as a fraction of the theoretical maximum amount of product (1.0 means a 100% yield; for example, 0.34 means a 34% yield). (1) The catalyst is C1C=CC([P]([Pd]([P](C2C=CC=CC=2)(C2C=CC=CC=2)C2C=CC=CC=2)([P](C2C=CC=CC=2)(C2C=CC=CC=2)C2C=CC=CC=2)[P](C2C=CC=CC=2)(C2C=CC=CC=2)C2C=CC=CC=2)(C2C=CC=CC=2)C2C=CC=CC=2)=CC=1.COCCOC. The product is [CH:23]1[C:32]2[C:27](=[CH:28][CH:29]=[CH:30][CH:31]=2)[CH:26]=[CH:25][C:24]=1[C:33]1[C:34]2[C:39]([C:40]([C:50]3[CH:59]=[CH:58][C:57]4[C:52](=[CH:53][CH:54]=[CH:55][CH:56]=4)[CH:51]=3)=[C:41]3[C:46]=1[CH:45]=[C:44]([C:2]1[CH:3]=[CH:4][C:5]([N:8]4[C:12]5[CH:13]=[CH:14][CH:15]=[CH:16][C:11]=5[N:10]=[C:9]4[C:17]4[CH:22]=[CH:21][CH:20]=[CH:19][CH:18]=4)=[CH:6][CH:7]=1)[CH:43]=[CH:42]3)=[CH:38][CH:37]=[CH:36][CH:35]=2. The yield is 0.840. The reactants are Br[C:2]1[CH:7]=[CH:6][C:5]([N:8]2[C:12]3[CH:13]=[CH:14][CH:15]=[CH:16][C:11]=3[N:10]=[C:9]2[C:17]2[CH:22]=[CH:21][CH:20]=[CH:19][CH:18]=2)=[CH:4][CH:3]=1.[CH:23]1[C:32]2[C:27](=[CH:28][CH:29]=[CH:30][CH:31]=2)[CH:26]=[CH:25][C:24]=1[C:33]1[C:34]2[C:39]([C:40]([C:50]3[CH:59]=[CH:58][C:57]4[C:52](=[CH:53][CH:54]=[CH:55][CH:56]=4)[CH:51]=3)=[C:41]3[C:46]=1[CH:45]=[C:44](B(O)O)[CH:43]=[CH:42]3)=[CH:38][CH:37]=[CH:36][CH:35]=2.C(=O)([O-])[O-].[Na+].[Na+]. (2) The reactants are [N:1]1([C:7]2[CH:12]=[C:11]([OH:13])[CH:10]=[CH:9][N:8]=2)[CH2:6][CH2:5][O:4][CH2:3][CH2:2]1.Cl[C:15]1[N:16]=[C:17]([OH:25])[C:18]2[CH:24]=[CH:23][N:22]=[CH:21][C:19]=2[N:20]=1. No catalyst specified. The product is [N:1]1([C:7]2[CH:12]=[C:11]([O:13][C:15]3[N:16]=[C:17]([OH:25])[C:18]4[CH:24]=[CH:23][N:22]=[CH:21][C:19]=4[N:20]=3)[CH:10]=[CH:9][N:8]=2)[CH2:2][CH2:3][O:4][CH2:5][CH2:6]1. The yield is 0.220. (3) The reactants are [NH2:1][C:2]1[C:10]2[N:9]=[C:8]([CH3:11])[N:7]([CH3:12])[C:6]=2[CH:5]=[C:4]([C:13]([N:15]([CH3:17])[CH3:16])=[O:14])[CH:3]=1.[O:18]1[CH:20]2[CH2:21][C:22]3[C:27]([CH:19]12)=[CH:26][CH:25]=[CH:24][CH:23]=3. The catalyst is O1CCOCC1.O.C(N(CC)CC)C. The product is [OH:18][C@@H:20]1[CH2:21][C:22]2[C:27](=[CH:26][CH:25]=[CH:24][CH:23]=2)[C@H:19]1[NH:1][C:2]1[C:10]2[N:9]=[C:8]([CH3:11])[N:7]([CH3:12])[C:6]=2[CH:5]=[C:4]([C:13]([N:15]([CH3:16])[CH3:17])=[O:14])[CH:3]=1. The yield is 0.770. (4) The reactants are Br[C:2]1[N:11]=[C:5]2[CH:6]=[C:7]([Br:10])[CH:8]=[CH:9][N:4]2[N:3]=1.[CH3:12][NH:13][CH:14]1[CH2:16][CH2:15]1. The catalyst is C(OCC)(=O)C. The product is [Br:10][C:7]1[CH:8]=[CH:9][N:4]2[N:3]=[C:2]([N:13]([CH:14]3[CH2:16][CH2:15]3)[CH3:12])[N:11]=[C:5]2[CH:6]=1. The yield is 0.410. (5) The reactants are [CH3:1][Mg+].[Br-].CON(C)[C:7]([C:9]1[C:14](=[O:15])[C:13]([O:16][CH3:17])=[CH:12][N:11]([C:18]2[CH:23]=[CH:22][C:21]([N:24]3[CH:28]=[CH:27][CH:26]=[N:25]3)=[CH:20][C:19]=2[O:29][CH3:30])[N:10]=1)=[O:8]. The catalyst is C1COCC1. The product is [C:7]([C:9]1[C:14](=[O:15])[C:13]([O:16][CH3:17])=[CH:12][N:11]([C:18]2[CH:23]=[CH:22][C:21]([N:24]3[CH:28]=[CH:27][CH:26]=[N:25]3)=[CH:20][C:19]=2[O:29][CH3:30])[N:10]=1)(=[O:8])[CH3:1]. The yield is 0.270.